This data is from Reaction yield outcomes from USPTO patents with 853,638 reactions. The task is: Predict the reaction yield, written as a fraction of the theoretical maximum amount of product (1.0 means a 100% yield; for example, 0.34 means a 34% yield). The reactants are C([O:3][C:4](=[O:24])[C:5]1[CH:10]=[CH:9][CH:8]=[C:7]([NH:11][C:12](=[O:23])[C:13]2[CH:18]=[CH:17][CH:16]=[CH:15][C:14]=2[C:19]([F:22])([F:21])[F:20])[CH:6]=1)C.[OH-].[Na+]. The catalyst is C1COCC1. The product is [F:20][C:19]([F:21])([F:22])[C:14]1[CH:15]=[CH:16][CH:17]=[CH:18][C:13]=1[C:12]([NH:11][C:7]1[CH:6]=[C:5]([CH:10]=[CH:9][CH:8]=1)[C:4]([OH:24])=[O:3])=[O:23]. The yield is 0.980.